From a dataset of Catalyst prediction with 721,799 reactions and 888 catalyst types from USPTO. Predict which catalyst facilitates the given reaction. (1) Reactant: [C:1]([O:5][C:6]([N:8]1[CH2:11][C:10]([C:13]2[CH:18]=[CH:17][C:16]([C:19](=O)[CH2:20][C:21]([C:30]3[CH:35]=[C:34]([Cl:36])[CH:33]=[C:32]([Cl:37])[CH:31]=3)([CH2:26][N+:27]([O-])=O)[C:22]([F:25])([F:24])[F:23])=[CH:15][CH:14]=2)([F:12])[CH2:9]1)=[O:7])([CH3:4])([CH3:3])[CH3:2]. Product: [C:1]([O:5][C:6]([N:8]1[CH2:11][C:10]([C:13]2[CH:18]=[CH:17][C:16]([C:19]3[CH2:20][C:21]([C:30]4[CH:35]=[C:34]([Cl:36])[CH:33]=[C:32]([Cl:37])[CH:31]=4)([C:22]([F:25])([F:24])[F:23])[CH2:26][N:27]=3)=[CH:15][CH:14]=2)([F:12])[CH2:9]1)=[O:7])([CH3:4])([CH3:3])[CH3:2]. The catalyst class is: 171. (2) Reactant: C(=O)([O-])[O-].[K+].[K+].Cl[C:8]1[N:13]=[CH:12][C:11]([C:14]#[N:15])=[CH:10][CH:9]=1.[NH:16]1[CH:20]=[CH:19][N:18]=[CH:17]1. Product: [N:16]1([C:8]2[N:13]=[CH:12][C:11]([C:14]#[N:15])=[CH:10][CH:9]=2)[CH:20]=[CH:19][N:18]=[CH:17]1. The catalyst class is: 16.